Dataset: Forward reaction prediction with 1.9M reactions from USPTO patents (1976-2016). Task: Predict the product of the given reaction. (1) Given the reactants [CH:1]([O:4][C:5]([N:7]1[C@H:11]([CH2:12][CH3:13])[CH2:10][C@H:9]([N:14]([C:27]2[N:32]=[CH:31][C:30](Br)=[CH:29][N:28]=2)[CH2:15][C:16]2[CH:21]=[C:20]([C:22]([F:25])([F:24])[F:23])[CH:19]=[C:18]([Cl:26])[CH:17]=2)[C@@H:8]1[CH2:34][C:35]1[CH:40]=[CH:39][CH:38]=[CH:37][CH:36]=1)=[O:6])([CH3:3])[CH3:2].[CH3:41][N:42]1[CH:46]=[C:45](B2OC(C)(C)C(C)(C)O2)[CH:44]=[N:43]1.C(=O)([O-])[O-].[Na+].[Na+].O, predict the reaction product. The product is: [CH:1]([O:4][C:5]([N:7]1[C@H:11]([CH2:12][CH3:13])[CH2:10][C@H:9]([N:14]([CH2:15][C:16]2[CH:21]=[C:20]([C:22]([F:25])([F:24])[F:23])[CH:19]=[C:18]([Cl:26])[CH:17]=2)[C:27]2[N:32]=[CH:31][C:30]([C:45]3[CH:44]=[N:43][N:42]([CH3:41])[CH:46]=3)=[CH:29][N:28]=2)[C@@H:8]1[CH2:34][C:35]1[CH:40]=[CH:39][CH:38]=[CH:37][CH:36]=1)=[O:6])([CH3:3])[CH3:2]. (2) Given the reactants [C:1]([C:4]1[CH:5]=[C:6]([Cl:21])[C:7]([CH3:20])=[C:8]([C:18]#N)[C:9]=1[C:10]1[CH:15]=[C:14]([F:16])[CH:13]=[C:12]([F:17])[CH:11]=1)(=[O:3])[CH3:2].[H-].C([Al+]CC(C)C)C(C)C.CCCCCC.Cl.[OH2:39], predict the reaction product. The product is: [Cl:21][C:6]1[C:7]([CH3:20])=[C:8]([CH:18]=[O:39])[C:9]([C:10]2[CH:15]=[C:14]([F:16])[CH:13]=[C:12]([F:17])[CH:11]=2)=[C:4]([CH:1]([OH:3])[CH3:2])[CH:5]=1. (3) Given the reactants [NH2:1][C:2]1[N:7]=[C:6]([Cl:8])[C:5]([CH2:9][CH:10]([OH:13])CO)=[C:4]([Cl:14])[N:3]=1.C([O-])(=O)C.[Pb+2].C([O-])(=O)C, predict the reaction product. The product is: [NH2:1][C:2]1[N:3]=[C:4]([Cl:14])[C:5]([CH2:9][CH:10]=[O:13])=[C:6]([Cl:8])[N:7]=1. (4) Given the reactants [CH3:1][O:2][C:3](=[O:28])[CH2:4][N:5]1[CH2:11][C:10]([CH2:12]O)=[CH:9][CH2:8][CH:7]([NH:14][C:15]([C:17]2[C:26]3[C:21](=[CH:22][CH:23]=[CH:24][CH:25]=3)[CH:20]=[CH:19][N:18]=2)=[O:16])[C:6]1=[O:27].C(N(CC)CC)C.[CH3:36][S:37](Cl)(=[O:39])=[O:38], predict the reaction product. The product is: [CH3:1][O:2][C:3](=[O:28])[CH2:4][N:5]1[CH2:11][C:10]([CH2:12][S:37]([CH3:36])(=[O:39])=[O:38])=[CH:9][CH2:8][CH:7]([NH:14][C:15]([C:17]2[C:26]3[C:21](=[CH:22][CH:23]=[CH:24][CH:25]=3)[CH:20]=[CH:19][N:18]=2)=[O:16])[C:6]1=[O:27]. (5) Given the reactants [CH3:1][O:2][C:3]1[CH:11]=[C:10]([O:12][CH3:13])[CH:9]=[C:8]2[C:4]=1[C:5](=[O:15])C(=O)[NH:7]2.[OH-].[Na+].OO.CC[N:22]=C=NCCCN(C)C.Cl.C1C=CC2N(O)N=NC=2C=1, predict the reaction product. The product is: [NH2:7][C:8]1[CH:9]=[C:10]([O:12][CH3:13])[CH:11]=[C:3]([O:2][CH3:1])[C:4]=1[C:5]([NH2:22])=[O:15]. (6) The product is: [CH3:1][O:2][C:3](=[O:15])[C:4]1[CH:9]=[CH:8][C:7]([B:16]2[O:20][C:19]([CH3:22])([CH3:21])[C:18]([CH3:24])([CH3:23])[O:17]2)=[CH:6][C:5]=1[O:11][CH2:12][O:13][CH3:14]. Given the reactants [CH3:1][O:2][C:3](=[O:15])[C:4]1[CH:9]=[CH:8][C:7](I)=[CH:6][C:5]=1[O:11][CH2:12][O:13][CH3:14].[B:16]1([B:16]2[O:20][C:19]([CH3:22])([CH3:21])[C:18]([CH3:24])([CH3:23])[O:17]2)[O:20][C:19]([CH3:22])([CH3:21])[C:18]([CH3:24])([CH3:23])[O:17]1.C([O-])(=O)C.[K+].O, predict the reaction product. (7) Given the reactants [C:1]([O:5][C:6]([NH:8][C:9]1([CH2:17][CH2:18][C:19]2[CH:24]=[CH:23][C:22]([CH2:25][CH2:26][CH2:27][CH2:28][CH2:29]O)=[CH:21][CH:20]=2)[CH2:14][O:13][C:12]([CH3:16])([CH3:15])[O:11][CH2:10]1)=[O:7])([CH3:4])([CH3:3])[CH3:2].C(N(CC)C(C)C)(C)C.CS(Cl)(=O)=O.[I-].[Li+].[N-:47]=[N+:48]=[N-:49].[Na+], predict the reaction product. The product is: [C:1]([O:5][C:6]([NH:8][C:9]1([CH2:17][CH2:18][C:19]2[CH:24]=[CH:23][C:22]([CH2:25][CH2:26][CH2:27][CH2:28][CH2:29][N:47]=[N+:48]=[N-:49])=[CH:21][CH:20]=2)[CH2:14][O:13][C:12]([CH3:16])([CH3:15])[O:11][CH2:10]1)=[O:7])([CH3:4])([CH3:3])[CH3:2]. (8) Given the reactants [Mg].BrBr.C([O:11][C:12]1[CH:19]=[CH:18][C:17]([O:20][CH2:21][C:22]2[CH:27]=[CH:26][CH:25]=[CH:24][CH:23]=2)=[CH:16][C:13]=1[CH:14]=[O:15])C1C=CC=CC=1, predict the reaction product. The product is: [CH2:21]([O:20][C:17]1[CH:18]=[CH:19][C:12]([OH:11])=[C:13]([CH:16]=1)[CH:14]=[O:15])[C:22]1[CH:23]=[CH:24][CH:25]=[CH:26][CH:27]=1.